From a dataset of Peptide-MHC class II binding affinity with 134,281 pairs from IEDB. Regression. Given a peptide amino acid sequence and an MHC pseudo amino acid sequence, predict their binding affinity value. This is MHC class II binding data. (1) The peptide sequence is ALFHEVAKLDVVKLL. The MHC is DRB1_0404 with pseudo-sequence DRB1_0404. The binding affinity (normalized) is 0.349. (2) The peptide sequence is GEVEIQFRRVKCKYP. The MHC is HLA-DQA10401-DQB10402 with pseudo-sequence HLA-DQA10401-DQB10402. The binding affinity (normalized) is 0.